Dataset: Forward reaction prediction with 1.9M reactions from USPTO patents (1976-2016). Task: Predict the product of the given reaction. (1) The product is: [CH2:22]([N:24]([CH2:25][CH3:26])[C:17]([CH:12]1[C:11]2[C:10]3[C:5](=[CH:6][CH:7]=[CH:8][C:9]=3[O:20][CH3:21])[N:4]([CH2:3][CH2:2][F:1])[C:16]=2[CH2:15][CH2:14][CH2:13]1)=[O:18])[CH3:23]. Given the reactants [F:1][CH2:2][CH2:3][N:4]1[C:16]2[CH2:15][CH2:14][CH2:13][CH:12]([C:17](Cl)=[O:18])[C:11]=2[C:10]2[C:5]1=[CH:6][CH:7]=[CH:8][C:9]=2[O:20][CH3:21].[CH2:22]([NH:24][CH2:25][CH3:26])[CH3:23], predict the reaction product. (2) Given the reactants F[C:2]1[N:7]2[CH:8]=[C:9]([CH2:11][N:12]3[C@@H:25]4[C@@H:16]([CH2:17][CH2:18][C:19]5[C:24]4=[N:23][CH:22]=[CH:21][CH:20]=5)[CH2:15][CH2:14][CH2:13]3)[N:10]=[C:6]2[CH:5]=[CH:4][CH:3]=1.[CH3:26][N:27]1[CH2:32][CH2:31][NH:30][CH2:29][CH2:28]1, predict the reaction product. The product is: [CH3:26][N:27]1[CH2:32][CH2:31][N:30]([C:2]2[N:7]3[CH:8]=[C:9]([CH2:11][N:12]4[C@@H:25]5[C@@H:16]([CH2:17][CH2:18][C:19]6[C:24]5=[N:23][CH:22]=[CH:21][CH:20]=6)[CH2:15][CH2:14][CH2:13]4)[N:10]=[C:6]3[CH:5]=[CH:4][CH:3]=2)[CH2:29][CH2:28]1. (3) Given the reactants [CH3:1][C:2]1[CH:9]=[CH:8][C:5]([CH:6]=[CH2:7])=[CH:4][CH:3]=1, predict the reaction product. The product is: [CH3:1][C:2]1[CH:9]=[CH:8][C:5](/[CH:6]=[CH:7]/[C:5]2[CH:8]=[CH:9][C:2]([CH3:1])=[CH:3][CH:4]=2)=[CH:4][CH:3]=1. (4) Given the reactants [Cl:1][C:2]1[CH:8]=[C:7]([Cl:9])[CH:6]=[CH:5][C:3]=1[NH2:4].[H-].[Na+].Cl[C:13]1[C:22]2[C:17](=[CH:18][C:19]3[CH:26]=[C:25]([O:27][CH3:28])[CH:24]=[CH:23][C:20]=3[CH:21]=2)[N:16]=[CH:15][C:14]=1[C:29]#[N:30], predict the reaction product. The product is: [Cl:1][C:2]1[CH:8]=[C:7]([Cl:9])[CH:6]=[CH:5][C:3]=1[NH:4][C:13]1[C:22]2[C:17](=[CH:18][C:19]3[CH:26]=[C:25]([O:27][CH3:28])[CH:24]=[CH:23][C:20]=3[CH:21]=2)[N:16]=[CH:15][C:14]=1[C:29]#[N:30]. (5) Given the reactants [Br:1][C:2]1[CH:7]=[CH:6][C:5]([NH2:8])=[C:4]([NH2:9])[CH:3]=1.[N:10]#[C:11]Br, predict the reaction product. The product is: [BrH:1].[Br:1][C:2]1[CH:7]=[CH:6][C:5]2[NH:8][C:11]([NH2:10])=[N:9][C:4]=2[CH:3]=1. (6) The product is: [Cl:32][C:33]1[CH:38]=[C:37]([O:39][CH3:40])[CH:36]=[CH:35][C:34]=1[C:41]1[N:42]=[C:43]([CH2:60][CH3:61])[C:44]([NH:49][C@@H:50]2[C:58]3[C:53](=[CH:54][CH:55]=[CH:56][CH:57]=3)[CH2:52][C@@H:51]2[O:59][CH2:63][CH2:64][F:65])=[N:45][C:46]=1[CH2:47][CH3:48]. Given the reactants ClC1C=C(Cl)C=CC=1C1N=C(CC)C(N[C@@H]2C3C(=CC=CC=3)C[C@@H]2OCC)=NC=1CC.[Cl:32][C:33]1[CH:38]=[C:37]([O:39][CH3:40])[CH:36]=[CH:35][C:34]=1[C:41]1[N:42]=[C:43]([CH2:60][CH3:61])[C:44]([NH:49][C@@H:50]2[C:58]3[C:53](=[CH:54][CH:55]=[CH:56][CH:57]=3)[CH2:52][C@@H:51]2[OH:59])=[N:45][C:46]=1[CH2:47][CH3:48].Br[CH2:63][CH2:64][F:65], predict the reaction product. (7) Given the reactants [Cl:1][C:2]1[C:3]([C:10]#[N:11])=[N:4][CH:5]=[C:6]([CH2:8][OH:9])[CH:7]=1.CO, predict the reaction product. The product is: [Cl:1][C:2]1[C:3]([C:10]#[N:11])=[N:4][CH:5]=[C:6]([CH:8]=[O:9])[CH:7]=1. (8) Given the reactants [Br:1][C:2]1[CH:7]=[CH:6][CH:5]=[CH:4][C:3]=1[CH2:8][CH2:9][C:10](O)=[O:11].N#N.B.C1COCC1.C1COCC1, predict the reaction product. The product is: [Br:1][C:2]1[CH:7]=[CH:6][CH:5]=[CH:4][C:3]=1[CH2:8][CH2:9][CH2:10][OH:11]. (9) Given the reactants [CH3:1][C:2]1([CH3:12])[NH:7][CH2:6][C:5]2C=CC=C[C:4]=2O1.[CH2:13]1[CH2:17][O:16][CH2:15][CH2:14]1, predict the reaction product. The product is: [CH:2]([NH:7][C:6]1[CH:5]=[CH:4][CH:15]=[CH:14][C:13]=1[CH2:17][OH:16])([CH3:12])[CH3:1]. (10) Given the reactants [NH2:1][C:2]1[C:11]2[N:10]=[CH:9][C:8]([CH2:12][CH2:13][C:14]3[CH:19]=[CH:18][C:17]([OH:20])=[CH:16][CH:15]=3)=[CH:7][C:6]=2[C:5]2[CH:21]=[CH:22][C:23]([CH3:25])=[CH:24][C:4]=2[N:3]=1.Br[CH2:27][CH:28]1[CH2:31][CH2:30][CH2:29]1, predict the reaction product. The product is: [CH:28]1([CH2:27][O:20][C:17]2[CH:16]=[CH:15][C:14]([CH2:13][CH2:12][C:8]3[CH:9]=[N:10][C:11]4[C:6]([CH:7]=3)=[C:5]3[CH:21]=[CH:22][C:23]([CH3:25])=[CH:24][C:4]3=[N:3][C:2]=4[NH2:1])=[CH:19][CH:18]=2)[CH2:31][CH2:30][CH2:29]1.